This data is from Catalyst prediction with 721,799 reactions and 888 catalyst types from USPTO. The task is: Predict which catalyst facilitates the given reaction. (1) Reactant: [CH3:1]N(C)CCO.[Li+].CCC[CH2-].[Si:12]([O:19][CH2:20][C@H:21]1[O:25][C:24]([CH3:27])([CH3:26])[N:23]([C:28]([O:30][C:31]([CH3:34])([CH3:33])[CH3:32])=[O:29])[C@H:22]1[CH2:35][C:36]1[CH:41]=[CH:40][N:39]=[C:38]([Cl:42])[CH:37]=1)([C:15]([CH3:18])([CH3:17])[CH3:16])([CH3:14])[CH3:13].CI. Product: [Si:12]([O:19][CH2:20][C@H:21]1[O:25][C:24]([CH3:27])([CH3:26])[N:23]([C:28]([O:30][C:31]([CH3:32])([CH3:33])[CH3:34])=[O:29])[C@H:22]1[CH2:35][C:36]1[CH:41]=[C:40]([CH3:1])[N:39]=[C:38]([Cl:42])[CH:37]=1)([C:15]([CH3:16])([CH3:17])[CH3:18])([CH3:13])[CH3:14]. The catalyst class is: 1. (2) Reactant: C([O-])([O-])=O.[Cs+].[Cs+].[NH:7]1[C:15]2[C:10](=[CH:11][CH:12]=[CH:13][CH:14]=2)[CH:9]=[CH:8]1.Cl[C:17]1[CH:22]=[CH:21][C:20]([CH3:23])=[CH:19][CH:18]=1. Product: [CH3:23][C:20]1[CH:21]=[CH:22][C:17]([N:7]2[C:15]3[C:10](=[CH:11][CH:12]=[CH:13][CH:14]=3)[CH:9]=[CH:8]2)=[CH:18][CH:19]=1. The catalyst class is: 187. (3) Reactant: FC(F)(F)C(O)=O.[NH:8]1[CH2:13][CH2:12][CH:11]([S:14]([C:17]2[CH:18]=[CH:19][C:20]([CH2:23][NH:24][C:25]([C:27]3[O:35][C:30]4=[CH:31][N:32]=[CH:33][CH:34]=[C:29]4[CH:28]=3)=[O:26])=[N:21][CH:22]=2)(=[O:16])=[O:15])[CH2:10][CH2:9]1.[O:36]1[CH2:41][CH2:40][C:39](=O)[CH2:38][CH2:37]1.C(O[BH-](OC(=O)C)OC(=O)C)(=O)C.[Na+].ClCCl. Product: [O:36]1[CH2:41][CH2:40][CH:39]([N:8]2[CH2:13][CH2:12][CH:11]([S:14]([C:17]3[CH:18]=[CH:19][C:20]([CH2:23][NH:24][C:25]([C:27]4[O:35][C:30]5=[CH:31][N:32]=[CH:33][CH:34]=[C:29]5[CH:28]=4)=[O:26])=[N:21][CH:22]=3)(=[O:16])=[O:15])[CH2:10][CH2:9]2)[CH2:38][CH2:37]1. The catalyst class is: 15.